From a dataset of Forward reaction prediction with 1.9M reactions from USPTO patents (1976-2016). Predict the product of the given reaction. (1) Given the reactants [CH3:17][N:16]([CH3:18])[C:14](=[O:15])[C:13]1[CH:19]=[CH:20][CH:21]=[CH:22][C:12]=1[S:11][S:11][C:12]1[CH:22]=[CH:21][CH:20]=[CH:19][C:13]=1[C:14]([N:16]([CH3:18])[CH3:17])=[O:15].S(Cl)(Cl)(=O)=O.[NH:30]1[C:38]2[C:33](=[CH:34][CH:35]=[CH:36][CH:37]=2)[CH:32]=[CH:31]1, predict the reaction product. The product is: [NH:30]1[C:38]2[C:33](=[CH:34][CH:35]=[CH:36][CH:37]=2)[C:32]([S:11][C:12]2[CH:22]=[CH:21][CH:20]=[CH:19][C:13]=2[C:14]([N:16]([CH3:17])[CH3:18])=[O:15])=[CH:31]1. (2) Given the reactants [CH2:1]([S:8][C:9]1[CH:10]=[CH:11][C:12]([F:18])=[C:13]([C:15](=[O:17])[CH3:16])[CH:14]=1)[C:2]1[CH:7]=[CH:6][CH:5]=[CH:4][CH:3]=1.CO[C:21](OC)([N:23]([CH3:25])[CH3:24])[CH3:22], predict the reaction product. The product is: [CH2:1]([S:8][C:9]1[CH:10]=[CH:11][C:12]([F:18])=[C:13]([C:15](=[O:17])/[CH:16]=[C:21](/[N:23]([CH3:25])[CH3:24])\[CH3:22])[CH:14]=1)[C:2]1[CH:3]=[CH:4][CH:5]=[CH:6][CH:7]=1.